This data is from Forward reaction prediction with 1.9M reactions from USPTO patents (1976-2016). The task is: Predict the product of the given reaction. Given the reactants CN(C)C=O.S(Cl)(Cl)=O.[Br:10][CH2:11][CH2:12][CH2:13][CH2:14][C:15]([OH:17])=O.[CH:18]([N:21](CC)C(C)C)(C)[CH3:19].C(N)C, predict the reaction product. The product is: [Br:10][CH2:11][CH2:12][CH2:13][CH2:14][C:15]([NH:21][CH2:18][CH3:19])=[O:17].